From a dataset of Catalyst prediction with 721,799 reactions and 888 catalyst types from USPTO. Predict which catalyst facilitates the given reaction. (1) Reactant: [F:1][C:2]1[CH:7]=[CH:6][C:5]([CH:8]2[C:12]3[C:13]([CH3:20])=[C:14]([NH2:19])[C:15]([CH3:18])=[C:16]([CH3:17])[C:11]=3[O:10][C:9]2([CH3:22])[CH3:21])=[CH:4][CH:3]=1.[F:23][C:24]1[CH:32]=[CH:31][C:27]([C:28](Cl)=[O:29])=[CH:26][CH:25]=1. Product: [F:23][C:24]1[CH:32]=[CH:31][C:27]([C:28]([NH:19][C:14]2[C:15]([CH3:18])=[C:16]([CH3:17])[C:11]3[O:10][C:9]([CH3:22])([CH3:21])[CH:8]([C:5]4[CH:6]=[CH:7][C:2]([F:1])=[CH:3][CH:4]=4)[C:12]=3[C:13]=2[CH3:20])=[O:29])=[CH:26][CH:25]=1. The catalyst class is: 175. (2) Reactant: [C:1]([C@H:5]1[CH2:10][CH2:9][C@H:8]([NH:11][C:12]2[N:13]=[CH:14][C:15]3[C:20]([CH:21]=2)=[CH:19][C:18]([C:22]([NH:24][CH:25]2[CH2:30][CH2:29][CH2:28][CH:27]([C:31]([O:33]C)=[O:32])[CH2:26]2)=[O:23])=[CH:17][CH:16]=3)[CH2:7][CH2:6]1)([CH3:4])([CH3:3])[CH3:2].[OH-].[Na+]. Product: [C:1]([C@H:5]1[CH2:6][CH2:7][C@H:8]([NH:11][C:12]2[N:13]=[CH:14][C:15]3[C:20]([CH:21]=2)=[CH:19][C:18]([C:22]([NH:24][CH:25]2[CH2:30][CH2:29][CH2:28][CH:27]([C:31]([OH:33])=[O:32])[CH2:26]2)=[O:23])=[CH:17][CH:16]=3)[CH2:9][CH2:10]1)([CH3:4])([CH3:2])[CH3:3]. The catalyst class is: 24. (3) Reactant: [Cl:1][C:2]1[C:3]([NH:23][C:24]2[CH:28]=[C:27]([CH3:29])[NH:26][N:25]=2)=[N:4][C:5]([NH:8][C:9]2[CH:14]=[C:13]([CH3:15])[C:12]([CH:16]3[CH2:21][CH2:20][NH:19][CH2:18][CH2:17]3)=[CH:11][C:10]=2[F:22])=[N:6][CH:7]=1.Br[C@H:31]([CH3:36])[C:32]([NH:34][CH3:35])=[O:33].C(N(CC)CC)C. Product: [Cl:1][C:2]1[C:3]([NH:23][C:24]2[CH:28]=[C:27]([CH3:29])[NH:26][N:25]=2)=[N:4][C:5]([NH:8][C:9]2[C:10]([F:22])=[CH:11][C:12]([CH:16]3[CH2:17][CH2:18][N:19]([C@@H:31]([CH3:36])[C:32]([NH:34][CH3:35])=[O:33])[CH2:20][CH2:21]3)=[C:13]([CH3:15])[CH:14]=2)=[N:6][CH:7]=1. The catalyst class is: 3. (4) Reactant: Br[C:2]1[N:3]=[C:4]([Cl:15])[C:5]2[S:10][C:9]3[CH:11]=[CH:12][CH:13]=[CH:14][C:8]=3[C:6]=2[N:7]=1.O1C=CC=C1P(C1OC=CC=1)C1OC=CC=1.C([Sn](CCCC)(CCCC)[C:37]1[CH:42]=[CH:41][CH:40]=[CH:39][CH:38]=1)CCC. Product: [Cl:15][C:4]1[C:5]2[S:10][C:9]3[CH:11]=[CH:12][CH:13]=[CH:14][C:8]=3[C:6]=2[N:7]=[C:2]([C:37]2[CH:42]=[CH:41][CH:40]=[CH:39][CH:38]=2)[N:3]=1. The catalyst class is: 533. (5) Reactant: [F:1][C:2]1[CH:3]=[C:4]([S:8]([C:11]2[CH:20]=[C:19]3[C:14]([CH2:15][CH2:16][CH:17]([CH2:21][OH:22])[O:18]3)=[CH:13][CH:12]=2)(=[O:10])=[O:9])[CH:5]=[CH:6][CH:7]=1.[CH3:23][S:24](Cl)(=[O:26])=[O:25].C(N(CC)CC)C. Product: [F:1][C:2]1[CH:3]=[C:4]([S:8]([C:11]2[CH:20]=[C:19]3[C:14]([CH2:15][CH2:16][C@H:17]([CH2:21][O:22][S:24]([CH3:23])(=[O:26])=[O:25])[O:18]3)=[CH:13][CH:12]=2)(=[O:10])=[O:9])[CH:5]=[CH:6][CH:7]=1. The catalyst class is: 2. (6) Reactant: [O:1]1[C@@H:6]([C:7](Cl)=[O:8])[CH2:5][O:4][C:3]2[CH:10]=[CH:11][CH:12]=[CH:13][C:2]1=2.O.[N:15]1([C:21]2[N:31]=[CH:30][CH:29]=[CH:28][C:22]=2[C:23]([O:25][CH2:26][CH3:27])=[O:24])[CH2:20][CH2:19][NH:18][CH2:17][CH2:16]1.C([O-])([O-])=O.[K+].[K+]. Product: [O:1]1[C@@H:6]([C:7]([N:18]2[CH2:19][CH2:20][N:15]([C:21]3[N:31]=[CH:30][CH:29]=[CH:28][C:22]=3[C:23]([O:25][CH2:26][CH3:27])=[O:24])[CH2:16][CH2:17]2)=[O:8])[CH2:5][O:4][C:3]2[CH:10]=[CH:11][CH:12]=[CH:13][C:2]1=2. The catalyst class is: 1. (7) Reactant: [N+:1]([C:4]1[CH:10]=[C:9]([O:11][Si:12]([C:15]([CH3:18])([CH3:17])[CH3:16])([CH3:14])[CH3:13])[CH:8]=[CH:7][C:5]=1[NH2:6])([O-:3])=[O:2].[C:19]1(=O)[O:24][C:22](=[O:23])[C:21]2=[CH:25][CH:26]=[CH:27][CH:28]=[C:20]12.C(N(C(C)C)CC)(C)C. Product: [Si:12]([O:11][C:9]1[CH:8]=[CH:7][C:5]([N:6]2[C:22](=[O:23])[C:21]3=[CH:25][CH:26]=[CH:27][CH:28]=[C:20]3[C:19]2=[O:24])=[C:4]([N+:1]([O-:3])=[O:2])[CH:10]=1)([C:15]([CH3:18])([CH3:17])[CH3:16])([CH3:13])[CH3:14]. The catalyst class is: 11.